The task is: Predict the reactants needed to synthesize the given product.. This data is from Retrosynthesis with 50K atom-mapped reactions and 10 reaction types from USPTO. (1) Given the product COc1c(C=Cc2ccc(C=O)s2)cc2c3c1CCCN3CCC2, predict the reactants needed to synthesize it. The reactants are: CN(C)C=O.COc1c(C=Cc2cccs2)cc2c3c1CCCN3CCC2. (2) Given the product CNC(=O)c1ncsc1Nc1cc(Cl)ncc1C(F)(F)F, predict the reactants needed to synthesize it. The reactants are: CNC(=O)c1ncsc1Br.Nc1cc(Cl)ncc1C(F)(F)F. (3) Given the product CC(C)Oc1ccc2c(c1)N(CCCCl)c1cccc(S(C)(=O)=O)c1S2, predict the reactants needed to synthesize it. The reactants are: CC(C)Oc1ccc2c(c1)Nc1cccc(S(C)(=O)=O)c1S2.ClCCCBr. (4) Given the product CN(C)C/C=C/C(=O)O, predict the reactants needed to synthesize it. The reactants are: COC(=O)/C=C/CN(C)C. (5) Given the product CCc1ccc(NC(=O)c2cccc(C(C)(C)C#N)c2)cc1Oc1ccc2nc(NC(=O)CCl)sc2n1, predict the reactants needed to synthesize it. The reactants are: CCc1ccc(NC(=O)c2cccc(C(C)(C)C#N)c2)cc1Oc1ccc2nc(N)sc2n1.O=C(Cl)CCl. (6) Given the product COc1cc(C(F)(F)F)cc2c1nnc1c(C)nc(-c3ccncc3C)n12, predict the reactants needed to synthesize it. The reactants are: COc1cc(C(F)(F)F)cc2c1nnc1c(C)nc(Br)n12.Cc1cnccc1B(O)O. (7) Given the product CCOc1ncccc1C1=NC(c2ccc(Cl)cc2)C(c2ccc(Cl)cc2)N1C(=O)N1CCNCC1=O, predict the reactants needed to synthesize it. The reactants are: CCOc1ncccc1C1=NC(c2ccc(Cl)cc2)C(c2ccc(Cl)cc2)N1C(=O)Cl.O=C1CNCCN1.